This data is from Peptide-MHC class II binding affinity with 134,281 pairs from IEDB. The task is: Regression. Given a peptide amino acid sequence and an MHC pseudo amino acid sequence, predict their binding affinity value. This is MHC class II binding data. (1) The peptide sequence is GVTVIKNNMINNDLGP. The MHC is DRB1_0901 with pseudo-sequence DRB1_0901. The binding affinity (normalized) is 0.303. (2) The peptide sequence is EKKLFAATQFEPLAA. The MHC is HLA-DPA10103-DPB10401 with pseudo-sequence HLA-DPA10103-DPB10401. The binding affinity (normalized) is 0.963. (3) The binding affinity (normalized) is 0.262. The MHC is HLA-DQA10501-DQB10301 with pseudo-sequence HLA-DQA10501-DQB10301. The peptide sequence is KVTFHVEKGSNPNYL. (4) The peptide sequence is AAIHEMFVNTLVASS. The MHC is DRB1_0301 with pseudo-sequence DRB1_0301. The binding affinity (normalized) is 0.180. (5) The peptide sequence is TSLFQHMLDLRAGKS. The MHC is DRB1_0404 with pseudo-sequence DRB1_0404. The binding affinity (normalized) is 0.793. (6) The peptide sequence is QDELIGRGRVSPGNG. The MHC is DRB3_0101 with pseudo-sequence DRB3_0101. The binding affinity (normalized) is 0. (7) The peptide sequence is HNWVNHAVPLAMKLI. The MHC is DRB1_0101 with pseudo-sequence DRB1_0101. The binding affinity (normalized) is 0.756.